Dataset: Catalyst prediction with 721,799 reactions and 888 catalyst types from USPTO. Task: Predict which catalyst facilitates the given reaction. (1) Reactant: FC(F)(F)C([NH:5][C@H:6]1[CH2:11][CH2:10][CH2:9][CH2:8][C@H:7]1[NH:12][C:13](=[O:19])[O:14][C:15]([CH3:18])([CH3:17])[CH3:16])=O.[OH-].[Na+]. Product: [NH2:5][C@H:6]1[CH2:11][CH2:10][CH2:9][CH2:8][C@H:7]1[NH:12][C:13](=[O:19])[O:14][C:15]([CH3:17])([CH3:16])[CH3:18]. The catalyst class is: 88. (2) Reactant: [CH2:1]([N:5]1[C:13]2[C:12](=[O:14])[NH:11][C:10]([Cl:15])=[N:9][C:8]=2[N:7]=[C:6]1[N:16]1[CH2:21][CH2:20][CH2:19][CH:18]([NH:22][C:23](=[O:29])[O:24][C:25]([CH3:28])([CH3:27])[CH3:26])[CH2:17]1)[C:2]#[C:3][CH3:4].C(=O)([O-])[O-].[K+].[K+].[C:36]([C:38]1[CH:45]=[CH:44][CH:43]=[CH:42][C:39]=1[CH2:40]Br)#[N:37]. Product: [CH2:1]([N:5]1[C:13]2[C:12](=[O:14])[N:11]([CH2:40][C:39]3[CH:42]=[CH:43][CH:44]=[CH:45][C:38]=3[C:36]#[N:37])[C:10]([Cl:15])=[N:9][C:8]=2[N:7]=[C:6]1[N:16]1[CH2:21][CH2:20][CH2:19][CH:18]([NH:22][C:23](=[O:29])[O:24][C:25]([CH3:28])([CH3:27])[CH3:26])[CH2:17]1)[C:2]#[C:3][CH3:4]. The catalyst class is: 9. (3) Reactant: [CH3:1][O:2][C:3]1[CH:8]=[CH:7][C:6]([S:9][CH2:10][CH2:11][NH2:12])=[CH:5][CH:4]=1.[F:13][C:14]([F:25])([F:24])[C:15](O[C:15](=[O:16])[C:14]([F:25])([F:24])[F:13])=[O:16].C(N(CC)CC)C. Product: [F:13][C:14]([F:25])([F:24])[C:15]([NH:12][CH2:11][CH2:10][S:9][C:6]1[CH:7]=[CH:8][C:3]([O:2][CH3:1])=[CH:4][CH:5]=1)=[O:16]. The catalyst class is: 2. (4) Reactant: [CH2:1]([O:8][C:9]1[C:34]([O:35][CH3:36])=[CH:33][C:12]2[CH:13]3[N:18]([CH:19]([C:21]([CH3:26])([CH3:25])[CH2:22][O:23][CH3:24])[CH2:20][C:11]=2[CH:10]=1)[CH:17]=[C:16]([C:27]([O:29][CH2:30][CH3:31])=[O:28])[C:15](=[O:32])[CH2:14]3)[C:2]1[CH:7]=[CH:6][CH:5]=[CH:4][CH:3]=1.C1(Cl)C(=O)C(Cl)=C(Cl)C(=O)C=1Cl. Product: [CH2:1]([O:8][C:9]1[C:34]([O:35][CH3:36])=[CH:33][C:12]2[C:13]3[N:18]([CH:19]([C:21]([CH3:25])([CH3:26])[CH2:22][O:23][CH3:24])[CH2:20][C:11]=2[CH:10]=1)[CH:17]=[C:16]([C:27]([O:29][CH2:30][CH3:31])=[O:28])[C:15](=[O:32])[CH:14]=3)[C:2]1[CH:7]=[CH:6][CH:5]=[CH:4][CH:3]=1. The catalyst class is: 57. (5) Reactant: [CH3:1][O:2][C:3]1[CH:11]=[C:10]2[C:6]([C:7]([C:31](=[O:39])[C:32]3[CH:37]=[CH:36][C:35]([CH3:38])=[CH:34][CH:33]=3)=[C:8]([CH3:30])[N:9]2[CH2:12][C:13]2[CH:14]=[C:15]([CH:27]=[CH:28][CH:29]=2)[CH2:16][O:17][C:18]2([C:22]([O:24]CC)=[O:23])[CH2:21][CH2:20][CH2:19]2)=[CH:5][CH:4]=1.C1COCC1.[OH-].[Na+]. Product: [CH3:1][O:2][C:3]1[CH:11]=[C:10]2[C:6]([C:7]([C:31](=[O:39])[C:32]3[CH:37]=[CH:36][C:35]([CH3:38])=[CH:34][CH:33]=3)=[C:8]([CH3:30])[N:9]2[CH2:12][C:13]2[CH:14]=[C:15]([CH:27]=[CH:28][CH:29]=2)[CH2:16][O:17][C:18]2([C:22]([OH:24])=[O:23])[CH2:21][CH2:20][CH2:19]2)=[CH:5][CH:4]=1. The catalyst class is: 24. (6) Reactant: [C:1]([O:9][CH2:10][CH3:11])(=[O:8])[CH2:2][C:3]([O:5][CH2:6][CH3:7])=[O:4].[H-].[Na+].[Br:14][C:15]1[CH:23]=[CH:22][C:18]([C:19](Cl)=[O:20])=[C:17]([N+:24]([O-:26])=[O:25])[CH:16]=1. Product: [Br:14][C:15]1[CH:23]=[CH:22][C:18]([C:19]([CH:2]([C:3]([O:5][CH2:6][CH3:7])=[O:4])[C:1]([O:9][CH2:10][CH3:11])=[O:8])=[O:20])=[C:17]([N+:24]([O-:26])=[O:25])[CH:16]=1. The catalyst class is: 49. (7) Reactant: C(NC(C)C)(C)C.C([Li])CCC.[C:13]([O:18][CH2:19][CH3:20])(=[O:17])[CH:14]([CH3:16])[CH3:15].Br[CH2:22][CH2:23][CH2:24][CH2:25][CH2:26][Br:27].[Cl-].[NH4+]. Product: [Br:27][CH2:26][CH2:25][CH2:24][CH2:23][CH2:22][C:14]([CH3:16])([CH3:15])[C:13]([O:18][CH2:19][CH3:20])=[O:17]. The catalyst class is: 1.